Dataset: Ames mutagenicity test results for genotoxicity prediction. Task: Regression/Classification. Given a drug SMILES string, predict its toxicity properties. Task type varies by dataset: regression for continuous values (e.g., LD50, hERG inhibition percentage) or binary classification for toxic/non-toxic outcomes (e.g., AMES mutagenicity, cardiotoxicity, hepatotoxicity). Dataset: ames. (1) The compound is CN(C)CCCNc1c2ccccc2nc2cccc([N+](=O)[O-])c12. The result is 1 (mutagenic). (2) The compound is O=[N+]([O-])c1cc([N+](=O)[O-])c2[nH]c3cnc([N+](=O)[O-])cc3c2c1. The result is 1 (mutagenic). (3) The compound is C[C@H]1C[C@@H](OC(=O)c2ccccc2O)CC(C)(C)C1. The result is 0 (non-mutagenic). (4) The drug is CC/C(=C(/c1ccccc1)c1ccc(OCCN(C)C)cc1)c1ccccc1. The result is 0 (non-mutagenic). (5) The drug is Cc1ccc(N)cc1C. The result is 1 (mutagenic). (6) The compound is Cc1ccc2cc([N+](=O)[O-])ccc2c1. The result is 1 (mutagenic). (7) The molecule is CC(=O)OCc1c2ccccc2c(C)c2ccc3ccccc3c12. The result is 1 (mutagenic). (8) The result is 1 (mutagenic). The drug is CC[C@@H](C)COC(=O)/C=C/c1ccc(/N=C/c2ccc(OC)cc2)cc1. (9) The compound is Cc1cnc2ccc3c(nc(NO)n3C)c2n1. The result is 1 (mutagenic).